Dataset: Forward reaction prediction with 1.9M reactions from USPTO patents (1976-2016). Task: Predict the product of the given reaction. Given the reactants [NH2:1][C:2]1[CH:7]=[CH:6][C:5]([C:8]([C:13]2[CH:26]=[CH:25][C:16]([O:17][CH2:18][C:19](=[O:24])[C:20]([CH3:23])([CH3:22])[CH3:21])=[C:15]([CH3:27])[CH:14]=2)([CH2:11][CH3:12])[CH2:9][CH3:10])=[CH:4][C:3]=1[CH3:28].[F:29][C:30]([F:36])([F:35])[S:31](Cl)(=[O:33])=[O:32], predict the reaction product. The product is: [CH3:21][C:20]([CH3:22])([CH3:23])[C:19](=[O:24])[CH2:18][O:17][C:16]1[CH:25]=[CH:26][C:13]([C:8]([C:5]2[CH:6]=[CH:7][C:2]([NH:1][S:31]([C:30]([F:36])([F:35])[F:29])(=[O:33])=[O:32])=[C:3]([CH3:28])[CH:4]=2)([CH2:11][CH3:12])[CH2:9][CH3:10])=[CH:14][C:15]=1[CH3:27].